Predict the reactants needed to synthesize the given product. From a dataset of Full USPTO retrosynthesis dataset with 1.9M reactions from patents (1976-2016). (1) The reactants are: [CH3:1][N:2]([C@@H:16]([C:19]1[CH:24]=[CH:23][CH:22]=[CH:21][CH:20]=1)[CH2:17][CH3:18])[C:3]([C:5]1[N:6]=[C:7]([CH:10]2[CH2:15][CH2:14][NH:13][CH2:12][CH2:11]2)[S:8][CH:9]=1)=[O:4].C(N(CC)CC)C.[CH3:32][C:33]1[CH:38]=[CH:37][C:36]([CH3:39])=[CH:35][C:34]=1[CH2:40][C:41](O)=[O:42].Cl.CN(C)CCCN=C=NCC.Cl. Given the product [CH3:32][C:33]1[CH:38]=[CH:37][C:36]([CH3:39])=[CH:35][C:34]=1[CH2:40][C:41]([N:13]1[CH2:14][CH2:15][CH:10]([C:7]2[S:8][CH:9]=[C:5]([C:3]([N:2]([CH3:1])[C@@H:16]([C:19]3[CH:20]=[CH:21][CH:22]=[CH:23][CH:24]=3)[CH2:17][CH3:18])=[O:4])[N:6]=2)[CH2:11][CH2:12]1)=[O:42], predict the reactants needed to synthesize it. (2) Given the product [CH2:17]1[C:18]2[C:23](=[CH:22][CH:21]=[CH:20][CH:19]=2)[CH2:24][CH:16]1[N:8]1[C:9]([C:10]2[CH:11]=[CH:12][CH:13]=[CH:14][CH:15]=2)=[C:5]([C:3]([OH:4])=[O:2])[N:6]=[CH:7]1, predict the reactants needed to synthesize it. The reactants are: C[O:2][C:3]([C:5]1[N:6]=[CH:7][N:8]([CH:16]2[CH2:24][C:23]3[C:18](=[CH:19][CH:20]=[CH:21][CH:22]=3)[CH2:17]2)[C:9]=1[C:10]1[CH:15]=[CH:14][CH:13]=[CH:12][CH:11]=1)=[O:4].[OH-].[Na+].O.Cl. (3) Given the product [CH3:17][C@H:18]1[CH2:19][N:20]([C:25]2[CH:30]=[CH:29][C:28]([C:31]([F:34])([F:32])[F:33])=[CH:27][N:26]=2)[CH2:21][C@H:22]([CH3:24])[N:23]1[S:12]([C:7]1[CH:6]=[C:5]([CH2:4][C:3]([OH:2])=[O:16])[CH:10]=[C:9]([CH3:11])[CH:8]=1)(=[O:14])=[O:13], predict the reactants needed to synthesize it. The reactants are: C[O:2][C:3](=[O:16])[CH2:4][C:5]1[CH:10]=[C:9]([CH3:11])[CH:8]=[C:7]([S:12](Cl)(=[O:14])=[O:13])[CH:6]=1.[CH3:17][C@@H:18]1[NH:23][C@@H:22]([CH3:24])[CH2:21][N:20]([C:25]2[CH:30]=[CH:29][C:28]([C:31]([F:34])([F:33])[F:32])=[CH:27][N:26]=2)[CH2:19]1.